This data is from Forward reaction prediction with 1.9M reactions from USPTO patents (1976-2016). The task is: Predict the product of the given reaction. (1) Given the reactants [C:1]1([S:7]([NH:10][C:11]2[CH:20]=[CH:19][C:18]3[CH2:17][CH2:16][CH2:15][CH2:14][C:13]=3[C:12]=2[C:21]([NH2:23])=O)(=[O:9])=[O:8])[CH:6]=[CH:5][CH:4]=[CH:3][CH:2]=1.P(Cl)(Cl)(Cl)(Cl)Cl.C(=O)([O-])O.[Na+], predict the reaction product. The product is: [C:21]([C:12]1[C:13]2[CH2:14][CH2:15][CH2:16][CH2:17][C:18]=2[CH:19]=[CH:20][C:11]=1[NH:10][S:7]([C:1]1[CH:2]=[CH:3][CH:4]=[CH:5][CH:6]=1)(=[O:8])=[O:9])#[N:23]. (2) Given the reactants [N:1]1([C:7]2[N:8]=[C:9]([C:30]3[CH:31]=[N:32][C:33]([N:36]([CH2:46][C:47]4[CH:52]=[CH:51][C:50]([O:53][CH3:54])=[CH:49][CH:48]=4)[CH2:37][C:38]4[CH:43]=[CH:42][C:41]([O:44][CH3:45])=[CH:40][CH:39]=4)=[N:34][CH:35]=3)[C:10]3[CH2:15][CH2:14][N:13]([C:16]4[CH:21]=[CH:20][C:19]([CH2:22][CH2:23][N:24]5[CH2:29][CH2:28][NH:27][CH2:26][CH2:25]5)=[CH:18][CH:17]=4)[C:11]=3[N:12]=2)[CH2:6][CH2:5][O:4][CH2:3][CH2:2]1.[CH3:55][S:56](Cl)(=[O:58])=[O:57], predict the reaction product. The product is: [CH3:55][S:56]([N:27]1[CH2:28][CH2:29][N:24]([CH2:23][CH2:22][C:19]2[CH:20]=[CH:21][C:16]([N:13]3[C:11]4[N:12]=[C:7]([N:1]5[CH2:2][CH2:3][O:4][CH2:5][CH2:6]5)[N:8]=[C:9]([C:30]5[CH:31]=[N:32][C:33]([N:36]([CH2:46][C:47]6[CH:48]=[CH:49][C:50]([O:53][CH3:54])=[CH:51][CH:52]=6)[CH2:37][C:38]6[CH:43]=[CH:42][C:41]([O:44][CH3:45])=[CH:40][CH:39]=6)=[N:34][CH:35]=5)[C:10]=4[CH2:15][CH2:14]3)=[CH:17][CH:18]=2)[CH2:25][CH2:26]1)(=[O:58])=[O:57].